This data is from Forward reaction prediction with 1.9M reactions from USPTO patents (1976-2016). The task is: Predict the product of the given reaction. (1) Given the reactants C([N:8]1[CH2:12][CH2:11][C:10]([C:25]2[CH:30]=[CH:29][C:28]([C:31]([O:40][CH2:41][C:42]3[C:47]([F:48])=[CH:46][CH:45]=[CH:44][C:43]=3[F:49])([C:36]([F:39])([F:38])[F:37])[C:32]([F:35])([F:34])[F:33])=[CH:27][CH:26]=2)([S:13]([C:16]2[CH:21]=[CH:20][C:19]([F:22])=[C:18]([CH:23]=[CH2:24])[CH:17]=2)(=[O:15])=[O:14])[CH2:9]1)C1C=CC=CC=1, predict the reaction product. The product is: [F:48][C:47]1[CH:46]=[CH:45][CH:44]=[C:43]([F:49])[C:42]=1[CH2:41][O:40][C:31]([C:28]1[CH:29]=[CH:30][C:25]([C:10]2([S:13]([C:16]3[CH:21]=[CH:20][C:19]([F:22])=[C:18]([CH2:23][CH3:24])[CH:17]=3)(=[O:15])=[O:14])[CH2:11][CH2:12][NH:8][CH2:9]2)=[CH:26][CH:27]=1)([C:32]([F:35])([F:33])[F:34])[C:36]([F:39])([F:38])[F:37]. (2) Given the reactants [Br:1][C:2]1[CH:3]=[C:4]2[C:10]([C@@H:11]([C:13]3[C:18]([OH:19])=[CH:17][CH:16]=[C:15]([F:20])[C:14]=3[Cl:21])[CH3:12])=[CH:9][N:8]([C:22]([O:24][C:25]([CH3:28])([CH3:27])[CH3:26])=[O:23])[C:5]2=[N:6][CH:7]=1.C(OC(=O)[C:33](Cl)([F:35])[F:34])C.C([O-])([O-])=O.[K+].[K+].CN(C=O)C, predict the reaction product. The product is: [Br:1][C:2]1[CH:3]=[C:4]2[C:10]([C@@H:11]([C:13]3[C:18]([O:19][CH:33]([F:35])[F:34])=[CH:17][CH:16]=[C:15]([F:20])[C:14]=3[Cl:21])[CH3:12])=[CH:9][N:8]([C:22]([O:24][C:25]([CH3:27])([CH3:26])[CH3:28])=[O:23])[C:5]2=[N:6][CH:7]=1. (3) Given the reactants N1C=CC=CC=1.[Si:7]([O:14][C:15]1[CH:20]=[CH:19][C:18](B(O)O)=[CH:17][CH:16]=1)([C:10]([CH3:13])([CH3:12])[CH3:11])([CH3:9])[CH3:8].[CH3:24][Si:25]([CH3:37])([CH3:36])[C:26]1[CH:30]=[C:29]([C:31]([O:33][CH2:34][CH3:35])=[O:32])[NH:28][N:27]=1, predict the reaction product. The product is: [Si:7]([O:14][C:15]1[CH:20]=[CH:19][C:18]([N:28]2[C:29]([C:31]([O:33][CH2:34][CH3:35])=[O:32])=[CH:30][C:26]([Si:25]([CH3:24])([CH3:37])[CH3:36])=[N:27]2)=[CH:17][CH:16]=1)([C:10]([CH3:13])([CH3:12])[CH3:11])([CH3:9])[CH3:8]. (4) Given the reactants [Br:1][C:2]1[CH:10]=[CH:9][C:5]([C:6]([OH:8])=[O:7])=[C:4]([N+:11]([O-:13])=[O:12])[CH:3]=1.S(=O)(=O)(O)O.[CH3:19]O, predict the reaction product. The product is: [Br:1][C:2]1[CH:10]=[CH:9][C:5]([C:6]([O:8][CH3:19])=[O:7])=[C:4]([N+:11]([O-:13])=[O:12])[CH:3]=1. (5) Given the reactants [CH:1]([C:3]1[CH:10]=[CH:9][C:6]([C:7]#[N:8])=[CH:5][C:4]=1[O:11][C:12]1[CH:17]=[CH:16][CH:15]=[CH:14][CH:13]=1)=O.C([O-])(=O)C.[Na+].Cl.[NH2:24][OH:25], predict the reaction product. The product is: [OH:25][N:24]=[CH:1][C:3]1[CH:10]=[CH:9][C:6]([C:7]#[N:8])=[CH:5][C:4]=1[O:11][C:12]1[CH:17]=[CH:16][CH:15]=[CH:14][CH:13]=1. (6) Given the reactants [SH:1][CH2:2][C:3]([O:5][CH3:6])=[O:4].[C:7]1([C:13]([C:21]2[CH:26]=[CH:25][CH:24]=[CH:23][CH:22]=2)([C:15]2[CH:20]=[CH:19][CH:18]=[CH:17][CH:16]=2)O)[CH:12]=[CH:11][CH:10]=[CH:9][CH:8]=1.FC(F)(F)C(O)=O, predict the reaction product. The product is: [CH3:6][O:5][C:3](=[O:4])[CH2:2][S:1][C:13]([C:7]1[CH:12]=[CH:11][CH:10]=[CH:9][CH:8]=1)([C:21]1[CH:22]=[CH:23][CH:24]=[CH:25][CH:26]=1)[C:15]1[CH:16]=[CH:17][CH:18]=[CH:19][CH:20]=1. (7) The product is: [C:12]([O:15][C@@H:16]1[CH2:34][CH2:33][C@@:32]2([CH3:35])[C@H:18]([CH2:19][CH2:20][C@@H:21]3[C:31]2=[CH:30][CH2:29][C@@:28]2([CH3:36])[C@H:22]3[CH2:23][CH:24]=[C:25]2[C@H:26]([CH3:27])/[CH:8]=[CH:7]/[C:6]([O:10][CH3:11])=[O:9])[CH2:17]1)(=[O:14])[CH3:13]. Given the reactants [Cl-].[Cl-].C([Al+2])C.[C:6]([O:10][CH3:11])(=[O:9])[C:7]#[CH:8].[C:12]([O:15][C@@H:16]1[CH2:34][CH2:33][C@@:32]2([CH3:35])[C@H:18]([CH2:19][CH2:20][C@@H:21]3[C:31]2=[CH:30][CH2:29][C@@:28]2([CH3:36])[C@H:22]3[CH2:23][CH2:24]/[C:25]/2=[CH:26]/[CH3:27])[CH2:17]1)(=[O:14])[CH3:13].O, predict the reaction product. (8) Given the reactants Cl[C:2]1[CH:7]=[C:6]([CH2:8][N:9]2[C:13]([CH3:15])([CH3:14])[C:12](=[O:16])[N:11]([C:17]3[CH:22]=[CH:21][C:20]([S:23][C:24]([F:27])([F:26])[F:25])=[CH:19][CH:18]=3)[C:10]2=[O:28])[CH:5]=[CH:4][N:3]=1.[Cl:29][C:30]1[C:38]([CH3:39])=[CH:37][CH:36]=[C:35]([F:40])[C:31]=1[C:32]([NH2:34])=[O:33].CC1(C)C2C=CC=C(P(C3C=CC=CC=3)C3C=CC=CC=3)C=2OC2C1=CC=CC=2P(C1C=CC=CC=1)C1C=CC=CC=1.C(=O)([O-])[O-].[Cs+].[Cs+], predict the reaction product. The product is: [Cl:29][C:30]1[C:38]([CH3:39])=[CH:37][CH:36]=[C:35]([F:40])[C:31]=1[C:32]([NH:34][C:2]1[CH:7]=[C:6]([CH2:8][N:9]2[C:13]([CH3:15])([CH3:14])[C:12](=[O:16])[N:11]([C:17]3[CH:22]=[CH:21][C:20]([S:23][C:24]([F:25])([F:27])[F:26])=[CH:19][CH:18]=3)[C:10]2=[O:28])[CH:5]=[CH:4][N:3]=1)=[O:33]. (9) Given the reactants [CH3:1][O:2][C:3]1[CH:8]=[CH:7][CH:6]=[CH:5][C:4]=1[NH:9][CH2:10][CH:11]([NH:18]C(=O)OC(C)(C)C)[C:12]1[CH:17]=[CH:16][CH:15]=[CH:14][CH:13]=1, predict the reaction product. The product is: [NH2:18][CH:11]([C:12]1[CH:17]=[CH:16][CH:15]=[CH:14][CH:13]=1)[CH2:10][NH:9][C:4]1[CH:5]=[CH:6][CH:7]=[CH:8][C:3]=1[O:2][CH3:1].